This data is from Forward reaction prediction with 1.9M reactions from USPTO patents (1976-2016). The task is: Predict the product of the given reaction. (1) Given the reactants [Cl:1][C:2]1[CH:7]=[CH:6][C:5]([C@H:8]2[N:15]3[C:11]([S:12][C:13]([C:19]([N:21]4[CH2:28][CH2:27][CH2:26][C@H:22]4[C:23]([OH:25])=O)=[O:20])=[C:14]3[CH:16]([CH3:18])[CH3:17])=[N:10][C@:9]2([C:30]2[CH:35]=[CH:34][C:33]([Cl:36])=[CH:32][CH:31]=2)[CH3:29])=[CH:4][CH:3]=1.[CH:37]([N:40]1[CH2:45][CH2:44][NH:43][CH2:42][CH2:41]1)([CH3:39])[CH3:38], predict the reaction product. The product is: [Cl:1][C:2]1[CH:7]=[CH:6][C:5]([C@H:8]2[N:15]3[C:11]([S:12][C:13]([C:19]([N:21]4[CH2:28][CH2:27][CH2:26][C@H:22]4[C:23]([N:43]4[CH2:44][CH2:45][N:40]([CH:37]([CH3:39])[CH3:38])[CH2:41][CH2:42]4)=[O:25])=[O:20])=[C:14]3[CH:16]([CH3:18])[CH3:17])=[N:10][C@:9]2([C:30]2[CH:31]=[CH:32][C:33]([Cl:36])=[CH:34][CH:35]=2)[CH3:29])=[CH:4][CH:3]=1. (2) Given the reactants [Br:1][C:2]1[C:3]2[CH:12]=[C:11]([C:13]([O:15]C)=O)[S:10][C:4]=2[C:5](=[O:9])[N:6]([CH3:8])[CH:7]=1.[NH3:17], predict the reaction product. The product is: [Br:1][C:2]1[C:3]2[CH:12]=[C:11]([C:13]([NH2:17])=[O:15])[S:10][C:4]=2[C:5](=[O:9])[N:6]([CH3:8])[CH:7]=1. (3) Given the reactants [F:1][C:2]([F:18])([F:17])[C:3]1[CH:4]=[CH:5][C:6]([O:9][C:10]2[CH:15]=[CH:14][C:13]([OH:16])=[CH:12][CH:11]=2)=[N:7][CH:8]=1.[I-].[C:20]([N:24]([CH3:33])[C:25](N1C=C[N+](C)=C1)=[O:26])([CH3:23])([CH3:22])[CH3:21], predict the reaction product. The product is: [F:18][C:2]([F:1])([F:17])[C:3]1[CH:4]=[CH:5][C:6]([O:9][C:10]2[CH:11]=[CH:12][C:13]([O:16][C:25](=[O:26])[N:24]([C:20]([CH3:23])([CH3:22])[CH3:21])[CH3:33])=[CH:14][CH:15]=2)=[N:7][CH:8]=1. (4) The product is: [CH3:7][C:6]1[O:5][C:4]([C:8]([O:10][CH3:11])=[O:9])=[CH:3][C:2]=1[C:23]1[N:19]([CH3:18])[N:20]=[CH:21][CH:22]=1. Given the reactants Br[C:2]1[CH:3]=[C:4]([C:8]([O:10][CH3:11])=[O:9])[O:5][C:6]=1[CH3:7].C(=O)([O-])[O-].[K+].[K+].[CH3:18][N:19]1[C:23](B2OC(C)(C)C(C)(C)O2)=[CH:22][CH:21]=[N:20]1, predict the reaction product. (5) The product is: [CH2:27]([O:38][CH2:37][N:1]1[C:9]2[C:4](=[CH:5][C:6]([C:10]([OH:12])=[O:11])=[CH:7][CH:8]=2)[CH:3]=[CH:2]1)[C:28]1[CH:29]=[CH:30][CH:31]=[CH:32][CH:33]=1. Given the reactants [NH:1]1[C:9]2[C:4](=[CH:5][C:6]([C:10]([O:12]C)=[O:11])=[CH:7][CH:8]=2)[CH:3]=[CH:2]1.[H-].[Na+].[CH2:27](C(OC(Cl)[CH2:27][C:28]1[CH:33]=[CH:32][CH:31]=[CH:30][CH:29]=1)Cl)[C:28]1[CH:33]=[CH:32][CH:31]=[CH:30][CH:29]=1.CN(C)[CH:37]=[O:38], predict the reaction product. (6) Given the reactants C([O:3][C:4]([C:6]1[N:7]=[N:8][C:9]([NH:12][CH2:13][C:14]2[C:15]([C:20]3[CH:25]=[CH:24][CH:23]=[C:22]([F:26])[CH:21]=3)=[N:16][O:17][C:18]=2[CH3:19])=[CH:10][CH:11]=1)=O)C.[NH2:27][CH2:28][CH:29]1[CH2:31][CH2:30]1, predict the reaction product. The product is: [CH:29]1([CH2:28][NH:27][C:4]([C:6]2[N:7]=[N:8][C:9]([NH:12][CH2:13][C:14]3[C:15]([C:20]4[CH:25]=[CH:24][CH:23]=[C:22]([F:26])[CH:21]=4)=[N:16][O:17][C:18]=3[CH3:19])=[CH:10][CH:11]=2)=[O:3])[CH2:31][CH2:30]1. (7) Given the reactants [CH2:1]([O:3][C:4](=[O:32])[NH:5][C@@H:6]([C:26]1[CH:31]=[CH:30][CH:29]=[CH:28][CH:27]=1)[C:7]([N:9]1[CH2:13][CH2:12][CH2:11][C@@H:10]1[C:14](=[O:25])[NH:15][C:16]1[N:17]=[C:18]2[N:22]([CH:23]=1)[CH:21]=[C:20](Br)[S:19]2)=[O:8])[CH3:2].[CH3:33][O:34][C:35](=[O:68])[NH:36][C@H:37]([C:41]([N:43]1[CH2:47][CH2:46][CH2:45][C@H:44]1[C:48]1[NH:49][C:50]([C:53]2[CH:58]=[CH:57][C:56](B3OC(C)(C)C(C)(C)O3)=[CH:55][CH:54]=2)=[CH:51][N:52]=1)=[O:42])[CH:38]([CH3:40])[CH3:39], predict the reaction product. The product is: [CH3:33][O:34][C:35](=[O:68])[NH:36][C@H:37]([C:41]([N:43]1[CH2:47][CH2:46][CH2:45][C@H:44]1[C:48]1[NH:49][C:50]([C:53]2[CH:54]=[CH:55][C:56]([C:20]3[S:19][C:18]4=[N:17][C:16]([NH:15][C:14]([C@@H:10]5[CH2:11][CH2:12][CH2:13][N:9]5[C:7](=[O:8])[C@H:6]([NH:5][C:4]([O:3][CH2:1][CH3:2])=[O:32])[C:26]5[CH:31]=[CH:30][CH:29]=[CH:28][CH:27]=5)=[O:25])=[CH:23][N:22]4[CH:21]=3)=[CH:57][CH:58]=2)=[CH:51][N:52]=1)=[O:42])[CH:38]([CH3:40])[CH3:39].